From a dataset of Rat liver microsome stability data. Regression/Classification. Given a drug SMILES string, predict its absorption, distribution, metabolism, or excretion properties. Task type varies by dataset: regression for continuous measurements (e.g., permeability, clearance, half-life) or binary classification for categorical outcomes (e.g., BBB penetration, CYP inhibition). Dataset: rlm. (1) The molecule is NC(=O)N1CCCC(C(=O)N2CCCN(c3ccc(F)cc3)CC2)C1. The result is 0 (unstable in rat liver microsomes). (2) The result is 1 (stable in rat liver microsomes). The molecule is COc1cc([C@@]2(O)CCN(CC(N)=O)C[C@@H]2O)ccc1Nc1ncc2ccc(-c3ccccc3N(C)S(C)(=O)=O)n2n1. (3) The molecule is CCc1ccccc1C(=O)N1CCc2cc(-c3nc(NC(=O)Cc4ccc5c(c4)OCO5)sc3C)ccc21. The result is 1 (stable in rat liver microsomes). (4) The drug is COCCNCc1ccc(-c2cc3nccc(Oc4ccc(NC(=O)C5(C(=O)Nc6ccc(F)cc6)CC5)cc4F)c3s2)nc1. The result is 1 (stable in rat liver microsomes). (5) The compound is CCN(CC)S(=O)(=O)c1ccc(N2CCCC2)c(NS(=O)(=O)c2ccccc2)c1. The result is 1 (stable in rat liver microsomes). (6) The drug is CC(C)(C)c1cc(NC(=O)[C@@H]2CCCCN2C(=O)N2CCS(=O)(=O)CC2)no1. The result is 0 (unstable in rat liver microsomes). (7) The molecule is CCOc1ccc(C(C)CNC(=O)c2cc3sccc3n2Cc2ccccc2)cc1OCC. The result is 1 (stable in rat liver microsomes).